The task is: Regression/Classification. Given a drug SMILES string, predict its absorption, distribution, metabolism, or excretion properties. Task type varies by dataset: regression for continuous measurements (e.g., permeability, clearance, half-life) or binary classification for categorical outcomes (e.g., BBB penetration, CYP inhibition). Dataset: cyp3a4_veith.. This data is from CYP3A4 inhibition data for predicting drug metabolism from PubChem BioAssay. (1) The compound is COCCCNC(=O)/C=C/c1ccc(Cl)cc1. The result is 0 (non-inhibitor). (2) The molecule is O=C1C2Sc3[nH]c(=O)sc3C(c3ccccc3)C2C(=O)N1c1ccccc1. The result is 1 (inhibitor). (3) The compound is COCCn1c(=O)c(CCc2ccccc2)nc2cnc(Oc3ccccc3)nc21. The result is 1 (inhibitor). (4) The result is 1 (inhibitor). The compound is CCOC(=O)c1c(C)nc2c(c1-c1ccc(OC)cc1)C(=O)CC(C)(C)C2. (5) The compound is COc1cc(CCN)c(OC)c(OC)c1. The result is 0 (non-inhibitor). (6) The drug is Cc1cc(NCc2ccccn2)ccc1Br. The result is 1 (inhibitor). (7) The molecule is CN1CCN(c2ncc3nc(-c4ccc(Cl)cc4)c(=O)n(-c4ccccc4)c3n2)CC1. The result is 0 (non-inhibitor).